From a dataset of TCR-epitope binding with 47,182 pairs between 192 epitopes and 23,139 TCRs. Binary Classification. Given a T-cell receptor sequence (or CDR3 region) and an epitope sequence, predict whether binding occurs between them. The epitope is ISPRTLNAW. The TCR CDR3 sequence is CASTLEGVGTEAFF. Result: 0 (the TCR does not bind to the epitope).